Dataset: Full USPTO retrosynthesis dataset with 1.9M reactions from patents (1976-2016). Task: Predict the reactants needed to synthesize the given product. (1) Given the product [CH3:56][C:44]1[CH:45]=[C:46]([O:48][CH2:49][CH2:50][CH2:51][S:52]([CH3:55])(=[O:53])=[O:54])[CH:47]=[C:42]([CH3:41])[C:43]=1[C:57]1[CH:62]=[CH:61][CH:60]=[C:59]([CH2:63][O:24][C:25]2[CH:38]=[CH:37][C:28]3[C:29]([CH2:32][C:33]([OH:35])=[O:34])=[CH:30][O:31][C:27]=3[CH:26]=2)[CH:58]=1, predict the reactants needed to synthesize it. The reactants are: C(=CC(C=CC1C=CC=CC=1)=O)C1C=CC=CC=1.FC(F)(F)S([O:24][C:25]1[CH:38]=[CH:37][C:28]2[C@H:29]([CH2:32][C:33]([O:35]C)=[O:34])[CH2:30][O:31][C:27]=2[CH:26]=1)(=O)=O.[CH3:41][C:42]1[CH:47]=[C:46]([O:48][CH2:49][CH2:50][CH2:51][S:52]([CH3:55])(=[O:54])=[O:53])[CH:45]=[C:44]([CH3:56])[C:43]=1[C:57]1[CH:62]=[CH:61][CH:60]=[C:59]([CH2:63]O)[CH:58]=1.C(=O)([O-])[O-].[Cs+].[Cs+]. (2) Given the product [CH3:14][Sn:15]([CH3:17])([CH3:16])[C:5]1[S:1][C:2]2[CH:8]=[C:7]([Sn:15]([CH3:17])([CH3:16])[CH3:14])[S:6][C:3]=2[CH:4]=1, predict the reactants needed to synthesize it. The reactants are: [S:1]1[CH:5]=[CH:4][C:3]2[S:6][CH:7]=[CH:8][C:2]1=2.[Li]C(C)(C)C.[CH3:14][Sn:15](Cl)([CH3:17])[CH3:16]. (3) Given the product [Cl:34][C:29]1[CH:28]=[C:27]([C:21]2([C:23]([F:25])([F:24])[F:26])[O:20][N:19]=[C:18]([C:13]3[CH:14]=[CH:15][CH:16]=[C:17]4[C:12]=3[CH:11]=[CH:10][CH:9]=[C:8]4[C:6]([OH:7])=[O:5])[CH2:22]2)[CH:32]=[C:31]([Cl:33])[CH:30]=1, predict the reactants needed to synthesize it. The reactants are: C([O:5][C:6]([C:8]1[C:17]2[C:12](=[C:13]([C:18]3[CH2:22][C:21]([C:27]4[CH:32]=[C:31]([Cl:33])[CH:30]=[C:29]([Cl:34])[CH:28]=4)([C:23]([F:26])([F:25])[F:24])[O:20][N:19]=3)[CH:14]=[CH:15][CH:16]=2)[CH:11]=[CH:10][CH:9]=1)=[O:7])(C)(C)C.FC(F)(F)C(O)=O. (4) Given the product [Br-:11].[Br-:11].[C:37]([N:1]([CH:2]=[CH:32][C:18]1[C:17]2[C:22](=[CH:23][CH:24]=[C:15]([O:14][CH3:13])[CH:16]=2)[N+:21]([CH2:25][CH2:26][CH2:27][N+:28]([CH3:29])([CH3:31])[CH3:30])=[CH:20][CH:19]=1)[C:10]1[CH:5]=[CH:6][CH:7]=[CH:8][CH:9]=1)(=[O:39])[CH3:38], predict the reactants needed to synthesize it. The reactants are: [NH+:1]1[C:10]2[C:5](=[CH:6][CH:7]=[CH:8][CH:9]=2)C=C[CH:2]=1.[Br-:11].[Br-].[CH3:13][O:14][C:15]1[CH:16]=[C:17]2[C:22](=[CH:23][CH:24]=1)[N+:21]([CH2:25][CH2:26][CH2:27][N+:28]([CH3:31])([CH3:30])[CH3:29])=[CH:20][CH:19]=[C:18]2[CH3:32].C(O[C:37](=[O:39])[CH3:38])(=O)C. (5) Given the product [NH2:25][C:14]1[N:13]=[C:12]([N:8]2[CH2:7][CH2:6][C:5]3[C:10](=[CH:11][C:2]([N:26]4[CH2:31][CH2:30][CH:29]([C:32]#[N:33])[CH2:28][CH2:27]4)=[CH:3][CH:4]=3)[CH2:9]2)[CH:17]=[C:16]([N:18]2[CH2:19][CH2:20][N:21]([CH3:24])[CH2:22][CH2:23]2)[N:15]=1, predict the reactants needed to synthesize it. The reactants are: Br[C:2]1[CH:11]=[C:10]2[C:5]([CH2:6][CH2:7][N:8]([C:12]3[CH:17]=[C:16]([N:18]4[CH2:23][CH2:22][N:21]([CH3:24])[CH2:20][CH2:19]4)[N:15]=[C:14]([NH2:25])[N:13]=3)[CH2:9]2)=[CH:4][CH:3]=1.[NH:26]1[CH2:31][CH2:30][CH:29]([C:32]#[N:33])[CH2:28][CH2:27]1.CC(C)([O-])C.[Na+]. (6) Given the product [C:1]([O:5][C:6]([N:8]1[CH2:13][CH2:12][CH:11]([N:14]2[CH:18]=[C:17]([C:19]3[CH:20]=[N:21][C:22]([NH2:34])=[C:23]([C:42]4[N:43]=[CH:44][C:45]5[C:40]([CH:41]=4)=[CH:39][CH:38]=[CH:37][C:36]=5[Cl:35])[CH:24]=3)[CH:16]=[N:15]2)[CH2:10][CH2:9]1)=[O:7])([CH3:4])([CH3:2])[CH3:3], predict the reactants needed to synthesize it. The reactants are: [C:1]([O:5][C:6]([N:8]1[CH2:13][CH2:12][CH:11]([N:14]2[CH:18]=[C:17]([C:19]3[CH:20]=[N:21][C:22]([NH2:34])=[C:23](B4OC(C)(C)C(C)(C)O4)[CH:24]=3)[CH:16]=[N:15]2)[CH2:10][CH2:9]1)=[O:7])([CH3:4])([CH3:3])[CH3:2].[Cl:35][C:36]1[CH:37]=[CH:38][CH:39]=[C:40]2[C:45]=1[CH:44]=[N:43][C:42](OS(C(F)(F)F)(=O)=O)=[CH:41]2.C([O-])([O-])=O.[Cs+].[Cs+].O.